Task: Regression. Given a peptide amino acid sequence and an MHC pseudo amino acid sequence, predict their binding affinity value. This is MHC class I binding data.. Dataset: Peptide-MHC class I binding affinity with 185,985 pairs from IEDB/IMGT The MHC is HLA-B15:01 with pseudo-sequence HLA-B15:01. The peptide sequence is WMACNSAAF. The binding affinity (normalized) is 0.750.